Dataset: Catalyst prediction with 721,799 reactions and 888 catalyst types from USPTO. Task: Predict which catalyst facilitates the given reaction. Reactant: C(O[C:6](=O)[NH:7][C:8]1[C:13]([CH3:14])=[CH:12][CH:11]=[CH:10][N:9]=1)(C)(C)C.C([Li])CCC.CN(C)C=O.Cl. Product: [NH:7]1[C:8]2=[N:9][CH:10]=[CH:11][CH:12]=[C:13]2[CH:14]=[CH:6]1. The catalyst class is: 7.